This data is from NCI-60 drug combinations with 297,098 pairs across 59 cell lines. The task is: Regression. Given two drug SMILES strings and cell line genomic features, predict the synergy score measuring deviation from expected non-interaction effect. (1) Drug 1: CC1=C2C(C(=O)C3(C(CC4C(C3C(C(C2(C)C)(CC1OC(=O)C(C(C5=CC=CC=C5)NC(=O)OC(C)(C)C)O)O)OC(=O)C6=CC=CC=C6)(CO4)OC(=O)C)OC)C)OC. Drug 2: CC(C1=C(C=CC(=C1Cl)F)Cl)OC2=C(N=CC(=C2)C3=CN(N=C3)C4CCNCC4)N. Cell line: SF-268. Synergy scores: CSS=58.0, Synergy_ZIP=11.8, Synergy_Bliss=16.8, Synergy_Loewe=1.34, Synergy_HSA=15.9. (2) Drug 1: C1=CC(=C2C(=C1NCCNCCO)C(=O)C3=C(C=CC(=C3C2=O)O)O)NCCNCCO. Drug 2: CC12CCC3C(C1CCC2O)C(CC4=C3C=CC(=C4)O)CCCCCCCCCS(=O)CCCC(C(F)(F)F)(F)F. Cell line: SW-620. Synergy scores: CSS=36.9, Synergy_ZIP=3.53, Synergy_Bliss=1.14, Synergy_Loewe=-19.8, Synergy_HSA=1.58. (3) Drug 1: CC1CCC2CC(C(=CC=CC=CC(CC(C(=O)C(C(C(=CC(C(=O)CC(OC(=O)C3CCCCN3C(=O)C(=O)C1(O2)O)C(C)CC4CCC(C(C4)OC)O)C)C)O)OC)C)C)C)OC. Drug 2: CS(=O)(=O)OCCCCOS(=O)(=O)C. Cell line: OVCAR3. Synergy scores: CSS=24.6, Synergy_ZIP=-6.03, Synergy_Bliss=-4.27, Synergy_Loewe=-27.8, Synergy_HSA=-5.32. (4) Synergy scores: CSS=-1.14, Synergy_ZIP=35.1, Synergy_Bliss=31.9, Synergy_Loewe=20.5, Synergy_HSA=22.2. Cell line: RPMI-8226. Drug 1: CN(C)C1=NC(=NC(=N1)N(C)C)N(C)C. Drug 2: CC1C(C(=O)NC(C(=O)N2CCCC2C(=O)N(CC(=O)N(C(C(=O)O1)C(C)C)C)C)C(C)C)NC(=O)C3=C4C(=C(C=C3)C)OC5=C(C(=O)C(=C(C5=N4)C(=O)NC6C(OC(=O)C(N(C(=O)CN(C(=O)C7CCCN7C(=O)C(NC6=O)C(C)C)C)C)C(C)C)C)N)C. (5) Drug 1: CN(C)C1=NC(=NC(=N1)N(C)C)N(C)C. Drug 2: CC1=C2C(C(=O)C3(C(CC4C(C3C(C(C2(C)C)(CC1OC(=O)C(C(C5=CC=CC=C5)NC(=O)C6=CC=CC=C6)O)O)OC(=O)C7=CC=CC=C7)(CO4)OC(=O)C)O)C)OC(=O)C. Cell line: SK-MEL-5. Synergy scores: CSS=17.5, Synergy_ZIP=3.06, Synergy_Bliss=-0.295, Synergy_Loewe=-37.0, Synergy_HSA=-4.46. (6) Cell line: KM12. Drug 2: CC12CCC3C(C1CCC2O)C(CC4=C3C=CC(=C4)O)CCCCCCCCCS(=O)CCCC(C(F)(F)F)(F)F. Synergy scores: CSS=23.4, Synergy_ZIP=1.55, Synergy_Bliss=1.25, Synergy_Loewe=-19.8, Synergy_HSA=-1.05. Drug 1: C1C(C(OC1N2C=C(C(=O)NC2=O)F)CO)O. (7) Drug 1: C(CCl)NC(=O)N(CCCl)N=O. Drug 2: CC12CCC3C(C1CCC2OP(=O)(O)O)CCC4=C3C=CC(=C4)OC(=O)N(CCCl)CCCl.[Na+]. Cell line: MCF7. Synergy scores: CSS=-9.78, Synergy_ZIP=5.24, Synergy_Bliss=3.95, Synergy_Loewe=-4.31, Synergy_HSA=-5.88.